Task: Predict the reaction yield, written as a fraction of the theoretical maximum amount of product (1.0 means a 100% yield; for example, 0.34 means a 34% yield).. Dataset: Reaction yield outcomes from USPTO patents with 853,638 reactions (1) The reactants are [H-].[Na+].[F:3][C:4]1[CH:13]=[C:12]2[C:7]([CH:8]=[CH:9][NH:10][C:11]2=[O:14])=[CH:6][CH:5]=1.[CH3:15]I.[NH4+].[Cl-]. The catalyst is CN(C=O)C. The product is [F:3][C:4]1[CH:13]=[C:12]2[C:7]([CH:8]=[CH:9][N:10]([CH3:15])[C:11]2=[O:14])=[CH:6][CH:5]=1. The yield is 0.500. (2) The reactants are N[C:2]1[CH:3]=[CH:4][C:5]([C:12]2[CH:17]=[CH:16][C:15]([OH:18])=[C:14]([O:19][CH3:20])[CH:13]=2)=[C:6]2[C:10]=1[C:9](=[O:11])[NH:8][CH2:7]2.[I-:21].[K+].II.[N:25]([O:27]C(C)(C)C)=[O:26]. The catalyst is C(#N)C.[Cu](I)I. The product is [I:21][C:2]1[CH:3]=[CH:4][C:5]([C:12]2[CH:17]=[C:16]([N+:25]([O-:27])=[O:26])[C:15]([OH:18])=[C:14]([O:19][CH3:20])[CH:13]=2)=[C:6]2[C:10]=1[C:9](=[O:11])[NH:8][CH2:7]2. The yield is 0.310.